From a dataset of Catalyst prediction with 721,799 reactions and 888 catalyst types from USPTO. Predict which catalyst facilitates the given reaction. (1) Reactant: C([O:7][CH2:8][C@@H:9]([O:32][C:33]([CH3:36])([CH3:35])[CH3:34])[C:10]1[C:11]([C:25]2[CH:30]=[CH:29][C:28]([Cl:31])=[CH:27][CH:26]=2)=[C:12]2[C:17](=[CH:18][C:19]=1[CH3:20])[N:16]=[C:15]([CH2:21][N:22]([CH3:24])[CH3:23])[CH:14]=[CH:13]2)(=O)C(C)(C)C.[OH-].[Na+]. Product: [C:33]([O:32][C@@H:9]([C:10]1[C:11]([C:25]2[CH:26]=[CH:27][C:28]([Cl:31])=[CH:29][CH:30]=2)=[C:12]2[C:17](=[CH:18][C:19]=1[CH3:20])[N:16]=[C:15]([CH2:21][N:22]([CH3:23])[CH3:24])[CH:14]=[CH:13]2)[CH2:8][OH:7])([CH3:36])([CH3:34])[CH3:35]. The catalyst class is: 87. (2) Reactant: [CH3:1][C:2]1[CH:7]=[C:6]([NH:8][C:9]2[CH:14]=[C:13]([C:15]([F:18])([F:17])[F:16])[CH:12]=[CH:11][N:10]=2)[N:5]=[C:4]([C:19]2[N:20]=[N:21][N:22]([C@@H:24]([CH3:28])[C:25](O)=[O:26])[CH:23]=2)[CH:3]=1.Cl.[NH2:30][CH2:31][C:32]([O:34][CH3:35])=[O:33].CN(C(ON1N=NC2C=CC=NC1=2)=[N+](C)C)C.F[P-](F)(F)(F)(F)F.C(N(C(C)C)C(C)C)C.CN([CH:72]=[O:73])C. Product: [F:16][C:15]([F:18])([F:17])[C:72]([OH:73])=[O:33].[CH3:1][C:2]1[CH:7]=[C:6]([NH:8][C:9]2[CH:14]=[C:13]([C:15]([F:16])([F:18])[F:17])[CH:12]=[CH:11][N:10]=2)[N:5]=[C:4]([C:19]2[N:20]=[N:21][N:22]([C@@H:24]([CH3:28])[C:25]([NH:30][CH2:31][C:32]([O:34][CH3:35])=[O:33])=[O:26])[CH:23]=2)[CH:3]=1. The catalyst class is: 10. (3) Reactant: [CH3:1][O:2][C:3](=[O:30])[C@@H:4]([C:6]1[CH:7]=[C:8]([C:16]2[CH:21]=[CH:20][C:19]([C:22]([F:25])([F:24])[F:23])=[CH:18][C:17]=2[CH2:26][NH:27][CH2:28][CH3:29])[CH:9]=[C:10]([C:12]([F:15])([F:14])[F:13])[CH:11]=1)[CH3:5].C(N(CC)CC)C.[CH2:38]([N:45]=[C:46]=[O:47])[C:39]1[CH:44]=[CH:43][CH:42]=[CH:41][CH:40]=1.O. Product: [CH3:1][O:2][C:3](=[O:30])[C@@H:4]([C:6]1[CH:7]=[C:8]([C:16]2[CH:21]=[CH:20][C:19]([C:22]([F:23])([F:24])[F:25])=[CH:18][C:17]=2[CH2:26][N:27]([CH2:28][CH3:29])[C:46]([NH:45][CH2:38][C:39]2[CH:44]=[CH:43][CH:42]=[CH:41][CH:40]=2)=[O:47])[CH:9]=[C:10]([C:12]([F:14])([F:15])[F:13])[CH:11]=1)[CH3:5]. The catalyst class is: 2. (4) Product: [O:1]=[C:2]1[CH2:3][CH2:4][CH:5]([NH:8][C:9](=[O:15])[O:10][C:11]([CH3:13])([CH3:12])[CH3:14])[CH2:6][CH2:7]1. Reactant: [OH:1][CH:2]1[CH2:7][CH2:6][CH:5]([NH:8][C:9](=[O:15])[O:10][C:11]([CH3:14])([CH3:13])[CH3:12])[CH2:4][CH2:3]1.CC(OI1(OC(C)=O)(OC(C)=O)OC(=O)C2C=CC=CC1=2)=O. The catalyst class is: 2. (5) Reactant: [CH3:1][O-:2].[Na+].Cl[C:5]1[CH:14]=[CH:13][C:12]([N+:15]([O-:17])=[O:16])=[CH:11][C:6]=1[C:7]([NH:9][CH3:10])=[O:8]. Product: [CH3:1][O:2][C:5]1[CH:14]=[CH:13][C:12]([N+:15]([O-:17])=[O:16])=[CH:11][C:6]=1[C:7]([NH:9][CH3:10])=[O:8]. The catalyst class is: 5. (6) Reactant: [NH2:1][CH:2]([C:17]1[CH:22]=[CH:21][CH:20]=[CH:19][CH:18]=1)[C:3]([N:14]([CH3:16])[CH3:15])([CH2:5][O:6][Si:7]([C:10]([CH3:13])([CH3:12])[CH3:11])([CH3:9])[CH3:8])[CH3:4].[F:23][C:24]([F:39])([F:38])[C:25]1[CH:34]=[C:33]([C:35](O)=[O:36])[C:32]2[C:27](=[CH:28][CH:29]=[CH:30][CH:31]=2)[N:26]=1.C1(N=C=NC2CCCCC2)CCCCC1.C1C=CC2N(O)N=NC=2C=1. Product: [CH3:16][N:14]([CH3:15])[C:3]([CH3:4])([CH2:5][O:6][Si:7]([C:10]([CH3:11])([CH3:12])[CH3:13])([CH3:8])[CH3:9])[CH:2]([NH:1][C:35]([C:33]1[C:32]2[C:27](=[CH:28][CH:29]=[CH:30][CH:31]=2)[N:26]=[C:25]([C:24]([F:39])([F:23])[F:38])[CH:34]=1)=[O:36])[C:17]1[CH:22]=[CH:21][CH:20]=[CH:19][CH:18]=1. The catalyst class is: 2. (7) Reactant: [C:1]([O:5][C:6]([N:8]1[CH2:13][CH2:12][CH2:11][C@@H:10]([NH:14][C:15]2[C:23]3[C:18](=[N:19][CH:20]=[CH:21][C:22]=3[O:24][C:25]3[CH:33]=[CH:32][C:28]([C:29]([OH:31])=O)=[CH:27][CH:26]=3)[N:17]([CH2:34][C:35]3[CH:40]=[CH:39][C:38]([O:41][CH3:42])=[CH:37][CH:36]=3)[N:16]=2)[CH2:9]1)=[O:7])([CH3:4])([CH3:3])[CH3:2].[CH3:43][N:44]1[CH2:49][CH2:48][C:47]2[N:50]=[C:51]([NH2:53])[S:52][C:46]=2[CH2:45]1.C(Cl)CCl.C1C=CC2N(O)N=NC=2C=1.C([O-])(O)=O.[Na+]. Product: [CH3:42][O:41][C:38]1[CH:37]=[CH:36][C:35]([CH2:34][N:17]2[C:18]3=[N:19][CH:20]=[CH:21][C:22]([O:24][C:25]4[CH:33]=[CH:32][C:28]([C:29](=[O:31])[NH:53][C:51]5[S:52][C:46]6[CH2:45][N:44]([CH3:43])[CH2:49][CH2:48][C:47]=6[N:50]=5)=[CH:27][CH:26]=4)=[C:23]3[C:15]([NH:14][C@@H:10]3[CH2:11][CH2:12][CH2:13][N:8]([C:6]([O:5][C:1]([CH3:2])([CH3:4])[CH3:3])=[O:7])[CH2:9]3)=[N:16]2)=[CH:40][CH:39]=1. The catalyst class is: 566.